This data is from Catalyst prediction with 721,799 reactions and 888 catalyst types from USPTO. The task is: Predict which catalyst facilitates the given reaction. (1) Reactant: [OH:1][CH2:2][C@H:3]([NH:21][C:22](=[O:28])[O:23][C:24]([CH3:27])([CH3:26])[CH3:25])[C@H:4]([OH:20])[C:5]#[C:6][CH2:7][CH2:8][CH2:9][CH2:10][CH2:11][CH2:12][CH2:13][CH2:14][CH2:15][CH2:16][CH2:17][CH2:18][CH3:19].C1(C)C=CC=CC=1.[H-].COCCO[Al+]OCCOC.[Na+].[H-].Cl. Product: [C:24]([O:23][C:22]([NH:21][C@H:3]([C@@H:4](/[CH:5]=[CH:6]/[CH2:7][CH2:8][CH2:9][CH2:10][CH2:11][CH2:12][CH2:13][CH2:14][CH2:15][CH2:16][CH2:17][CH2:18][CH3:19])[OH:20])[CH2:2][OH:1])=[O:28])([CH3:27])([CH3:26])[CH3:25]. The catalyst class is: 1. (2) Reactant: [O:1]1[C:5]2[CH:6]=[CH:7][CH:8]=[CH:9][C:4]=2[C:3]([NH:10][C:11]([N:13]2[CH2:18][CH2:17][N:16]([C:19]3[S:23][N:22]=[C:21]([N:24]4[CH2:29][CH2:28][CH:27]([C:30]([NH:32][CH2:33][CH2:34][NH:35]C(=O)OC(C)(C)C)=[O:31])[CH2:26][CH2:25]4)[N:20]=3)[CH2:15][CH2:14]2)=[O:12])=[N:2]1.[ClH:43]. Product: [ClH:43].[ClH:43].[NH2:35][CH2:34][CH2:33][NH:32][C:30]([CH:27]1[CH2:26][CH2:25][N:24]([C:21]2[N:20]=[C:19]([N:16]3[CH2:17][CH2:18][N:13]([C:11]([NH:10][C:3]4[C:4]5[CH:9]=[CH:8][CH:7]=[CH:6][C:5]=5[O:1][N:2]=4)=[O:12])[CH2:14][CH2:15]3)[S:23][N:22]=2)[CH2:29][CH2:28]1)=[O:31]. The catalyst class is: 111. (3) Reactant: [NH2:1][C:2]1[C:7]([C:8]([NH:10][CH2:11][C:12]2[CH:17]=[CH:16][CH:15]=[C:14]([O:18]C)[CH:13]=2)=[O:9])=[C:6]([NH:20][C@H:21]([C:23]2[N:28]([C:29]3[CH:34]=[CH:33][CH:32]=[CH:31][CH:30]=3)[C:27](=[O:35])[C:26]3=[C:36]([CH3:39])[CH:37]=[CH:38][N:25]3[N:24]=2)[CH3:22])[N:5]=[CH:4][N:3]=1.B(Br)(Br)Br. Product: [NH2:1][C:2]1[C:7]([C:8]([NH:10][CH2:11][C:12]2[CH:17]=[CH:16][CH:15]=[C:14]([OH:18])[CH:13]=2)=[O:9])=[C:6]([NH:20][C@H:21]([C:23]2[N:28]([C:29]3[CH:30]=[CH:31][CH:32]=[CH:33][CH:34]=3)[C:27](=[O:35])[C:26]3=[C:36]([CH3:39])[CH:37]=[CH:38][N:25]3[N:24]=2)[CH3:22])[N:5]=[CH:4][N:3]=1. The catalyst class is: 4. (4) Reactant: [C:1]1([S:7]([CH:10]([NH:33][CH2:34][C:35]2[CH:40]=[CH:39][C:38]([C:41]3[CH:46]=[CH:45][CH:44]=[C:43]([O:47][CH2:48][CH3:49])[CH:42]=3)=[CH:37][CH:36]=2)[C:11]2[N:16]=[C:15]([N:17]([CH2:25][C:26]([O:28]C(C)(C)C)=[O:27])C(OC(C)(C)C)=O)[CH:14]=[CH:13][CH:12]=2)(=[O:9])=[O:8])[CH:6]=[CH:5][CH:4]=[CH:3][CH:2]=1.FC(F)(F)C(O)=O. Product: [C:1]1([S:7]([CH:10]([NH:33][CH2:34][C:35]2[CH:36]=[CH:37][C:38]([C:41]3[CH:46]=[CH:45][CH:44]=[C:43]([O:47][CH2:48][CH3:49])[CH:42]=3)=[CH:39][CH:40]=2)[C:11]2[N:16]=[C:15]([NH:17][CH2:25][C:26]([OH:28])=[O:27])[CH:14]=[CH:13][CH:12]=2)(=[O:9])=[O:8])[CH:6]=[CH:5][CH:4]=[CH:3][CH:2]=1. The catalyst class is: 2. (5) Product: [N:1]1[CH:6]=[CH:5][C:4]([C:7]2[C:8]([C:16]3[CH:17]=[C:18]([NH:22][C:32](=[O:33])[CH2:31][C:28]4[CH:27]=[CH:26][C:25]([C:24]([F:35])([F:23])[F:36])=[CH:30][CH:29]=4)[CH:19]=[CH:20][CH:21]=3)=[N:9][N:10]3[CH2:15][CH2:14][CH2:13][S:12][C:11]=23)=[CH:3][CH:2]=1. The catalyst class is: 4. Reactant: [N:1]1[CH:6]=[CH:5][C:4]([C:7]2[C:8]([C:16]3[CH:17]=[C:18]([NH2:22])[CH:19]=[CH:20][CH:21]=3)=[N:9][N:10]3[CH2:15][CH2:14][CH2:13][S:12][C:11]=23)=[CH:3][CH:2]=1.[F:23][C:24]([F:36])([F:35])[C:25]1[CH:30]=[CH:29][C:28]([CH2:31][C:32](O)=[O:33])=[CH:27][CH:26]=1.CCN(C(C)C)C(C)C.CN(C(ON1N=NC2C=CC=CC1=2)=[N+](C)C)C.[B-](F)(F)(F)F.C([O-])(O)=O.[Na+]. (6) Reactant: [Cl:1][C:2]1[CH:3]=[C:4]2[C:9](=[CH:10][C:11]=1[C:12]([OH:14])=O)[N:8]=[CH:7][N:6]=[C:5]2[NH:15][CH:16]([C:18]1[NH:22][C:21]2[CH:23]=[CH:24][C:25]([Cl:27])=[CH:26][C:20]=2[N:19]=1)[CH3:17].FC1C(OC(N(C)C)=[N+](C)C)=C(F)C(F)=C(F)C=1F.F[P-](F)(F)(F)(F)F.C(N(C(C)C)CC)(C)C.[CH3:63][N:64]([CH3:72])[C:65]([C@@H:67]1[CH2:71][CH2:70][CH2:69][NH:68]1)=[O:66]. Product: [Cl:1][C:2]1[CH:3]=[C:4]2[C:9](=[CH:10][C:11]=1[C:12]([N:68]1[CH2:69][CH2:70][CH2:71][C@H:67]1[C:65]([N:64]([CH3:72])[CH3:63])=[O:66])=[O:14])[N:8]=[CH:7][N:6]=[C:5]2[NH:15][CH:16]([C:18]1[NH:22][C:21]2[CH:23]=[CH:24][C:25]([Cl:27])=[CH:26][C:20]=2[N:19]=1)[CH3:17]. The catalyst class is: 16.